This data is from Full USPTO retrosynthesis dataset with 1.9M reactions from patents (1976-2016). The task is: Predict the reactants needed to synthesize the given product. Given the product [CH2:1]([NH+:3]([CH2:6][CH3:7])[CH2:4][CH3:5])[CH3:2].[C:32]([C:31]([C:30]#[N:34])=[C:13]1[C:14](=[O:29])[C:15]([O-:28])=[C:16]1[CH:17]=[C:18]1[N:22]([CH3:23])[C:21]2[CH:24]=[CH:25][CH:26]=[CH:27][C:20]=2[S:19]1)#[N:33], predict the reactants needed to synthesize it. The reactants are: [CH2:1]([N:3]([CH2:6][CH3:7])[CH2:4][CH3:5])[CH3:2].C(O[C:13]1[C:14](=[O:29])[C:15](=[O:28])[C:16]=1[CH:17]=[C:18]1[N:22]([CH3:23])[C:21]2[CH:24]=[CH:25][CH:26]=[CH:27][C:20]=2[S:19]1)CCC.[C:30](#[N:34])[CH2:31][C:32]#[N:33].